Task: Predict which catalyst facilitates the given reaction.. Dataset: Catalyst prediction with 721,799 reactions and 888 catalyst types from USPTO (1) Reactant: [Cl:1][C:2]1[C:7]([N+:8]([O-:10])=[O:9])=[CH:6][CH:5]=[C:4]([Cl:11])[C:3]=1[C:12]1[C:13](=[O:22])[NH:14][C:15]2[C:20]([CH:21]=1)=[CH:19][N:18]=[CH:17][CH:16]=2.I[CH3:24]. Product: [Cl:1][C:2]1[C:7]([N+:8]([O-:10])=[O:9])=[CH:6][CH:5]=[C:4]([Cl:11])[C:3]=1[C:12]1[C:13](=[O:22])[N:14]([CH3:24])[C:15]2[C:20]([CH:21]=1)=[CH:19][N:18]=[CH:17][CH:16]=2. The catalyst class is: 31. (2) Reactant: C([O:3][C:4](=[O:27])[CH2:5][C:6]1([CH2:24][CH2:25][CH3:26])[C:11]2[NH:12][C:13]3[C:18]([C:10]=2[CH2:9][CH2:8][O:7]1)=[C:17]([C:19](=[O:22])[NH:20][CH3:21])[CH:16]=[CH:15][C:14]=3[CH3:23])C.[OH-].[Na+]. Product: [CH3:23][C:14]1[CH:15]=[CH:16][C:17]([C:19](=[O:22])[NH:20][CH3:21])=[C:18]2[C:13]=1[NH:12][C:11]1[C:6]([CH2:5][C:4]([OH:27])=[O:3])([CH2:24][CH2:25][CH3:26])[O:7][CH2:8][CH2:9][C:10]2=1. The catalyst class is: 36. (3) Product: [Cl:9][C:10]1[CH:11]=[CH:12][C:13]([C:16]([N:23]2[C:31]3[C:26](=[C:27]([N:32]([CH2:37][O:38][CH2:39][CH2:40][Si:41]([CH3:44])([CH3:42])[CH3:43])[S:33]([CH3:36])(=[O:34])=[O:35])[CH:28]=[CH:29][CH:30]=3)[CH:25]=[N:24]2)([CH:17]2[CH2:4][CH:18]2[C:19]#[N:20])[CH2:21][CH3:22])=[CH:14][CH:15]=1. The catalyst class is: 16. Reactant: [H-].[Na+].[I-].[CH3:4][S+](C)(C)=O.[Cl:9][C:10]1[CH:15]=[CH:14][C:13]([C:16]([N:23]2[C:31]3[C:26](=[C:27]([N:32]([CH2:37][O:38][CH2:39][CH2:40][Si:41]([CH3:44])([CH3:43])[CH3:42])[S:33]([CH3:36])(=[O:35])=[O:34])[CH:28]=[CH:29][CH:30]=3)[CH:25]=[N:24]2)([CH2:21][CH3:22])/[CH:17]=[CH:18]/[C:19]#[N:20])=[CH:12][CH:11]=1. (4) Reactant: [NH2:1][C:2]1[CH:7]=[CH:6][CH:5]=[C:4]([NH:8][C:9]([NH:11][C:12]2[CH:17]=[CH:16][C:15]([Cl:18])=[CH:14][C:13]=2[Cl:19])=S)[C:3]=1[NH:20][CH2:21][CH2:22][C:23]([O:25][CH2:26][CH3:27])=[O:24].Cl.C(N=C=NCCCN(C)C)C. Product: [NH2:1][C:2]1[C:3]2[N:20]([CH2:21][CH2:22][C:23]([O:25][CH2:26][CH3:27])=[O:24])[C:9]([NH:11][C:12]3[CH:17]=[CH:16][C:15]([Cl:18])=[CH:14][C:13]=3[Cl:19])=[N:8][C:4]=2[CH:5]=[CH:6][CH:7]=1. The catalyst class is: 54. (5) Reactant: C([O:8][C:9]1[CH:23]=[CH:22][C:12]([CH2:13][C@@H:14]2[O:18][C:17]([CH3:20])([CH3:19])[O:16][C:15]2=O)=[CH:11][CH:10]=1)C1C=CC=CC=1. Product: [OH:8][C:9]1[CH:23]=[CH:22][C:12]([CH2:13][C@@H:14]2[O:18][C:17]([CH3:20])([CH3:19])[O:16][CH2:15]2)=[CH:11][CH:10]=1. The catalyst class is: 99. (6) Reactant: I[C:2]1[CH:38]=[N:37][C:5]2[N:6]([C:19]([NH:21][CH:22]([C:26]3[CH:31]=[CH:30][C:29]([O:32][C:33]([F:36])([F:35])[F:34])=[CH:28][CH:27]=3)[CH2:23][O:24][CH3:25])=[O:20])[CH2:7][C:8](=[O:18])[N:9]([CH2:10][O:11][CH2:12][CH2:13][Si:14]([CH3:17])([CH3:16])[CH3:15])[C:4]=2[CH:3]=1.CC1(C)C(C)(C)OB(B2OC(C)(C)C(C)(C)O2)[O:41]1.C([O-])(=O)C.[K+].[OH-].[Na+].OO. Product: [OH:41][C:2]1[CH:38]=[N:37][C:5]2[N:6]([C:19]([NH:21][CH:22]([C:26]3[CH:31]=[CH:30][C:29]([O:32][C:33]([F:36])([F:35])[F:34])=[CH:28][CH:27]=3)[CH2:23][O:24][CH3:25])=[O:20])[CH2:7][C:8](=[O:18])[N:9]([CH2:10][O:11][CH2:12][CH2:13][Si:14]([CH3:17])([CH3:16])[CH3:15])[C:4]=2[CH:3]=1. The catalyst class is: 782. (7) Reactant: [C:1]1([CH:11]([O:15]C(=O)C)[C:12](=[O:14])[CH3:13])[C:10]2[C:5](=[CH:6][CH:7]=[CH:8][CH:9]=2)[CH:4]=[CH:3][CH:2]=1.[CH3:19][CH:20]([O:33]C(=O)C)[C:21]([C:23]1[C:32]2[C:27](=[CH:28][CH:29]=[CH:30][CH:31]=2)[CH:26]=[CH:25][CH:24]=1)=[O:22].Cl. Product: [OH:15][CH:11]([C:1]1[C:10]2[C:5](=[CH:6][CH:7]=[CH:8][CH:9]=2)[CH:4]=[CH:3][CH:2]=1)[C:12](=[O:14])[CH3:13].[OH:33][CH:20]([CH3:19])[C:21]([C:23]1[C:32]2[C:27](=[CH:28][CH:29]=[CH:30][CH:31]=2)[CH:26]=[CH:25][CH:24]=1)=[O:22]. The catalyst class is: 8.